Predict the product of the given reaction. From a dataset of Forward reaction prediction with 1.9M reactions from USPTO patents (1976-2016). (1) Given the reactants [CH2:1]([O:3][C:4](=[O:36])[CH2:5][C:6]([N:8]([CH2:18][C:19]1([C:32]([O:34]C)=O)[CH2:24][CH2:23][N:22]([C:25]([O:27][C:28]([CH3:31])([CH3:30])[CH3:29])=[O:26])[CH2:21][CH2:20]1)[CH2:9][C:10]1[CH:15]=[CH:14][C:13]([O:16][CH3:17])=[CH:12][CH:11]=1)=[O:7])C.C[O-].[Na+], predict the reaction product. The product is: [CH3:17][O:16][C:13]1[CH:12]=[CH:11][C:10]([CH2:9][N:8]2[C:6](=[O:7])[CH:5]([C:4]([O:3][CH3:1])=[O:36])[C:32](=[O:34])[C:19]3([CH2:20][CH2:21][N:22]([C:25]([O:27][C:28]([CH3:29])([CH3:31])[CH3:30])=[O:26])[CH2:23][CH2:24]3)[CH2:18]2)=[CH:15][CH:14]=1. (2) Given the reactants [CH:1]1[C:2]2[C:9](=O)[NH:8][CH:7]=[N:6][C:3]=2[NH:4][N:5]=1.[N:11]1([C:17]([O:19][CH2:20][CH3:21])=[O:18])[CH2:16][CH2:15][NH:14][CH2:13][CH2:12]1.C[Si](C)(C)N[Si](C)(C)C.S([O-])([O-])(=O)=O.[NH4+].[NH4+], predict the reaction product. The product is: [CH2:20]([O:19][C:17]([N:11]1[CH2:12][CH2:13][N:14]([C:9]2[N:8]=[CH:7][N:6]=[C:3]3[NH:4][N:5]=[CH:1][C:2]=23)[CH2:15][CH2:16]1)=[O:18])[CH3:21].